This data is from Merck oncology drug combination screen with 23,052 pairs across 39 cell lines. The task is: Regression. Given two drug SMILES strings and cell line genomic features, predict the synergy score measuring deviation from expected non-interaction effect. Synergy scores: synergy=30.4. Drug 2: CCc1c2c(nc3ccc(O)cc13)-c1cc3c(c(=O)n1C2)COC(=O)C3(O)CC. Cell line: SW620. Drug 1: Cc1nc(Nc2ncc(C(=O)Nc3c(C)cccc3Cl)s2)cc(N2CCN(CCO)CC2)n1.